Dataset: Reaction yield outcomes from USPTO patents with 853,638 reactions. Task: Predict the reaction yield, written as a fraction of the theoretical maximum amount of product (1.0 means a 100% yield; for example, 0.34 means a 34% yield). (1) The catalyst is C1C=CC(/C=C/C(/C=C/C2C=CC=CC=2)=O)=CC=1.C1C=CC(/C=C/C(/C=C/C2C=CC=CC=2)=O)=CC=1.[Pd].CCCCCC.C1(C)C=CC=CC=1. The product is [CH:28]1[C:36]2[C:35]3[CH:37]=[CH:38][CH:39]=[CH:40][C:34]=3[S:33][C:32]=2[C:31]([C:41]2[CH:42]=[CH:43][C:44]3[N:45]([C:6]4[CH:7]=[CH:2][CH:3]=[C:4]([C:8]5[C:21]6[C:16]([C:15]([C:22]7[CH:27]=[CH:26][CH:25]=[CH:24][CH:23]=7)=[C:14]7[C:9]=5[CH:10]=[CH:11][CH:12]=[CH:13]7)=[CH:17][CH:18]=[CH:19][CH:20]=6)[CH:5]=4)[C:46]4[C:51]([C:52]=3[CH:53]=2)=[CH:50][CH:49]=[CH:48][CH:47]=4)=[CH:30][CH:29]=1. The yield is 0.720. The reactants are Br[C:2]1[CH:3]=[C:4]([C:8]2[C:9]3[C:14]([C:15]([C:22]4[CH:27]=[CH:26][CH:25]=[CH:24][CH:23]=4)=[C:16]4[C:21]=2[CH:20]=[CH:19][CH:18]=[CH:17]4)=[CH:13][CH:12]=[CH:11][CH:10]=3)[CH:5]=[CH:6][CH:7]=1.[CH:28]1[C:36]2[C:35]3[CH:37]=[CH:38][CH:39]=[CH:40][C:34]=3[S:33][C:32]=2[C:31]([C:41]2[CH:42]=[CH:43][C:44]3[NH:45][C:46]4[C:51]([C:52]=3[CH:53]=2)=[CH:50][CH:49]=[CH:48][CH:47]=4)=[CH:30][CH:29]=1.CC(C)([O-])C.[Na+].C(P(C(C)(C)C)C(C)(C)C)(C)(C)C. (2) The reactants are [Br:1][C:2]1[CH:20]=[CH:19][C:5]2[C:6]3[N:7]=[C:8]([C:14]4O[CH:16]=[N:17][N:18]=4)[S:9][C:10]=3[CH2:11][CH2:12][O:13][C:4]=2[CH:3]=1.Cl.[CH:22]([NH2:25])([CH3:24])[CH3:23]. The catalyst is N1C=CC=CC=1. The product is [Br:1][C:2]1[CH:20]=[CH:19][C:5]2[C:6]3[N:7]=[C:8]([C:14]4[N:25]([CH:22]([CH3:24])[CH3:23])[CH:16]=[N:17][N:18]=4)[S:9][C:10]=3[CH2:11][CH2:12][O:13][C:4]=2[CH:3]=1. The yield is 0.400. (3) The reactants are [N+:1]([C:4]1[CH:12]=[CH:11][C:7]([C:8](Cl)=[O:9])=[CH:6][CH:5]=1)([O-:3])=[O:2].Cl.[NH2:14][CH2:15][C:16]1[CH:21]=[CH:20][C:19]([S:22]([NH2:25])(=[O:24])=[O:23])=[CH:18][CH:17]=1.C(N(CC)CC)C.O. The catalyst is C(#N)C. The product is [N+:1]([C:4]1[CH:12]=[CH:11][C:7]([C:8]([NH:14][CH2:15][C:16]2[CH:17]=[CH:18][C:19]([S:22](=[O:24])(=[O:23])[NH2:25])=[CH:20][CH:21]=2)=[O:9])=[CH:6][CH:5]=1)([O-:3])=[O:2]. The yield is 0.850. (4) The reactants are Br[NH-].Br[CH2:4][C@@:5]([OH:22])([CH3:21])[C:6]([NH:8][C:9]1[CH:14]=[CH:13][C:12]([C:15]#[N:16])=[C:11]([C:17]([F:20])([F:19])[F:18])[CH:10]=1)=[O:7].C([O-])([O-])=O.[K+].[K+].[F:29][C:30]1[CH:37]=[C:36]([OH:38])[CH:35]=[CH:34][C:31]=1[C:32]#[N:33]. The catalyst is CC(C)=O.CC(O)C.O. The product is [C:15]([C:12]1[CH:13]=[CH:14][C:9]([NH:8][C:6](=[O:7])[C@:5]([OH:22])([CH3:21])[CH2:4][O:38][C:36]2[CH:35]=[CH:34][C:31]([C:32]#[N:33])=[C:30]([F:29])[CH:37]=2)=[CH:10][C:11]=1[C:17]([F:20])([F:19])[F:18])#[N:16]. The yield is 0.230. (5) The reactants are [N+:1]([C:4]1[CH:5]=[C:6]([C:13]([N:15]2[CH2:20][CH2:19][O:18][CH2:17][CH2:16]2)=O)[CH:7]=[CH:8][C:9]=1[N+:10]([O-:12])=[O:11])([O-:3])=[O:2].O1CCCC1.B(F)(F)F.CCOCC.[BH4-].[Na+]. The catalyst is CCOCC.CO. The product is [N+:1]([C:4]1[CH:5]=[C:6]([CH:7]=[CH:8][C:9]=1[N+:10]([O-:12])=[O:11])[CH2:13][N:15]1[CH2:20][CH2:19][O:18][CH2:17][CH2:16]1)([O-:3])=[O:2]. The yield is 0.984. (6) The yield is 0.720. The product is [CH2:15]([O:22][C:23]1[CH:28]=[C:27]([O:29][CH3:30])[CH:26]=[CH:25][C:24]=1[C:31]([C:33]1[CH:34]=[N:35][C:36]([O:1][CH2:2][C:3]2[N:4]=[C:5]([C:9]3[CH:14]=[CH:13][CH:12]=[CH:11][CH:10]=3)[O:6][C:7]=2[CH3:8])=[CH:37][CH:38]=1)=[O:32])[C:16]1[CH:17]=[CH:18][CH:19]=[CH:20][CH:21]=1. The reactants are [OH:1][CH2:2][C:3]1[N:4]=[C:5]([C:9]2[CH:14]=[CH:13][CH:12]=[CH:11][CH:10]=2)[O:6][C:7]=1[CH3:8].[CH2:15]([O:22][C:23]1[CH:28]=[C:27]([O:29][CH3:30])[CH:26]=[CH:25][C:24]=1[C:31]([C:33]1[CH:34]=[N:35][C:36](Cl)=[CH:37][CH:38]=1)=[O:32])[C:16]1[CH:21]=[CH:20][CH:19]=[CH:18][CH:17]=1.CN(C)C=O.[H-].[Na+]. The catalyst is C(OCC)(=O)C.